This data is from Reaction yield outcomes from USPTO patents with 853,638 reactions. The task is: Predict the reaction yield, written as a fraction of the theoretical maximum amount of product (1.0 means a 100% yield; for example, 0.34 means a 34% yield). (1) No catalyst specified. The reactants are [F:1][CH:2]([F:17])[C:3]1[O:7][N:6]=[C:5]([C:8]2[S:12][C:11]([C:13]([OH:15])=O)=[CH:10][CH:9]=2)[C:4]=1[CH3:16].[NH:18]1[CH2:23][CH2:22][CH2:21][CH2:20][CH2:19]1. The yield is 0.660. The product is [F:17][CH:2]([F:1])[C:3]1[O:7][N:6]=[C:5]([C:8]2[S:12][C:11]([C:13]([N:18]3[CH2:23][CH2:22][CH2:21][CH2:20][CH2:19]3)=[O:15])=[CH:10][CH:9]=2)[C:4]=1[CH3:16]. (2) The reactants are [Mg].II.Br[CH2:5][CH2:6][CH:7]=[CH2:8].[F:9][Si:10](F)([C:17]1[CH:22]=[CH:21][CH:20]=[CH:19][CH:18]=1)[C:11]1[CH:16]=[CH:15][CH:14]=[CH:13][CH:12]=1. The catalyst is CCOCC. The product is [CH2:5]([Si:10]([C:17]1[CH:18]=[CH:19][CH:20]=[CH:21][CH:22]=1)([C:11]1[CH:16]=[CH:15][CH:14]=[CH:13][CH:12]=1)[F:9])[CH2:6][CH:7]=[CH2:8]. The yield is 0.830.